From a dataset of Peptide-MHC class I binding affinity with 185,985 pairs from IEDB/IMGT. Regression. Given a peptide amino acid sequence and an MHC pseudo amino acid sequence, predict their binding affinity value. This is MHC class I binding data. (1) The binding affinity (normalized) is 0.0847. The peptide sequence is KRFYQTVGF. The MHC is HLA-A68:02 with pseudo-sequence HLA-A68:02. (2) The peptide sequence is FLAVFQSATK. The MHC is HLA-A31:01 with pseudo-sequence HLA-A31:01. The binding affinity (normalized) is 0.142. (3) The binding affinity (normalized) is 0.642. The MHC is HLA-B35:01 with pseudo-sequence HLA-B35:01. The peptide sequence is MPIRYQTTAV. (4) The peptide sequence is MAWGGSYIA. The MHC is HLA-A02:01 with pseudo-sequence HLA-A02:01. The binding affinity (normalized) is 0.640. (5) The peptide sequence is APAWSRRTL. The MHC is HLA-B53:01 with pseudo-sequence HLA-B53:01. The binding affinity (normalized) is 0.244. (6) The peptide sequence is LSEISFHLV. The MHC is HLA-A29:02 with pseudo-sequence HLA-A29:02. The binding affinity (normalized) is 0.231. (7) The peptide sequence is IVLIVITGI. The MHC is HLA-A32:01 with pseudo-sequence HLA-A32:01. The binding affinity (normalized) is 0.159. (8) The peptide sequence is IPLTTAAKL. The MHC is HLA-B54:01 with pseudo-sequence HLA-B54:01. The binding affinity (normalized) is 0.00361.